Dataset: Full USPTO retrosynthesis dataset with 1.9M reactions from patents (1976-2016). Task: Predict the reactants needed to synthesize the given product. (1) Given the product [CH:5]1[C:4]([NH2:1])=[CH:16][C:15]2[CH2:17][CH2:18][CH2:19][N:13]3[C:14]=2[C:6]=1[C:7]1[CH2:8][CH2:9][CH2:10][CH2:11][C:12]=13, predict the reactants needed to synthesize it. The reactants are: [N+:1]([C:4]1[CH:5]=[C:6]2[C:14]3=[C:15]([CH2:17][CH2:18][CH2:19][N:13]3[C:12]3[CH2:11][CH2:10][CH2:9][CH2:8][C:7]2=3)[CH:16]=1)([O-])=O. (2) The reactants are: [CH:1]([C:4]1[CH:9]=[CH:8][C:7]([S:10]([NH:13][C:14]2[CH:19]=[CH:18][C:17]([C@@H:20]3[CH2:24][CH2:23][NH:22][CH2:21]3)=[CH:16][CH:15]=2)(=[O:12])=[O:11])=[CH:6][CH:5]=1)([CH3:3])[CH3:2].C(N(CC)CC)C.[C:32]([O:35][CH2:36][CH2:37][CH2:38]Br)(=[O:34])[CH3:33]. Given the product [CH:1]([C:4]1[CH:9]=[CH:8][C:7]([S:10]([NH:13][C:14]2[CH:19]=[CH:18][C:17]([C@@H:20]3[CH2:24][CH2:23][N:22]([CH2:38][CH2:37][CH2:36][O:35][C:32](=[O:34])[CH3:33])[CH2:21]3)=[CH:16][CH:15]=2)(=[O:11])=[O:12])=[CH:6][CH:5]=1)([CH3:3])[CH3:2], predict the reactants needed to synthesize it. (3) Given the product [CH3:31][N:32]([CH3:37])[CH2:33][C:34]([NH:3][CH2:4][CH2:5][NH:6][C:7]([C:9]1[CH:29]=[CH:28][C:12]2[N:13]([CH3:27])[C:14]([NH:16][C:17]3[S:18][C:19]4[CH:25]=[C:24]([Cl:26])[CH:23]=[CH:22][C:20]=4[N:21]=3)=[N:15][C:11]=2[CH:10]=1)=[O:8])=[O:35], predict the reactants needed to synthesize it. The reactants are: Cl.Cl.[NH2:3][CH2:4][CH2:5][NH:6][C:7]([C:9]1[CH:29]=[CH:28][C:12]2[N:13]([CH3:27])[C:14]([NH:16][C:17]3[S:18][C:19]4[CH:25]=[C:24]([Cl:26])[CH:23]=[CH:22][C:20]=4[N:21]=3)=[N:15][C:11]=2[CH:10]=1)=[O:8].Cl.[CH3:31][N:32]([CH3:37])[CH2:33][C:34](O)=[O:35].CN(C(ON1N=NC2C=CC=CC1=2)=[N+](C)C)C.F[P-](F)(F)(F)(F)F.CCN(C(C)C)C(C)C. (4) Given the product [CH3:8][O:9][C:10]1[CH:11]=[C:12]([CH:16]=[CH:17][C:18]=1[N+:19]([O-:21])=[O:20])[C:13]([NH2:1])=[O:14], predict the reactants needed to synthesize it. The reactants are: [NH3:1].O1CCOCC1.[CH3:8][O:9][C:10]1[CH:11]=[C:12]([CH:16]=[CH:17][C:18]=1[N+:19]([O-:21])=[O:20])[C:13](Cl)=[O:14].